Dataset: Reaction yield outcomes from USPTO patents with 853,638 reactions. Task: Predict the reaction yield, written as a fraction of the theoretical maximum amount of product (1.0 means a 100% yield; for example, 0.34 means a 34% yield). (1) The reactants are [CH3:1][N:2]1[C:6]([OH:7])=[CH:5][C:4]([C:8]([F:11])([F:10])[F:9])=[N:3]1.[O:12](S(C(F)(F)F)(=O)=O)[S:13]([C:16]([F:19])([F:18])[F:17])(=O)=[O:14].O. The catalyst is C(Cl)Cl. The product is [CH3:1][N:2]1[C:6]([O:7][S:13]([C:16]([F:19])([F:18])[F:17])(=[O:14])=[O:12])=[CH:5][C:4]([C:8]([F:9])([F:10])[F:11])=[N:3]1. The yield is 0.800. (2) The reactants are [CH2:1]([N:3]1[C:7]2=[N:8][C:9]([CH2:32][CH3:33])=[C:10]([CH2:19][NH:20][C:21]([C:23]3[N:28]=C(C(O)=O)[CH:26]=[CH:25][CH:24]=3)=[O:22])[C:11]([NH:12][CH:13]3[CH2:18][CH2:17][O:16][CH2:15][CH2:14]3)=[C:6]2[CH:5]=[N:4]1)[CH3:2].[NH2:34][CH2:35][C:36]1[CH:41]=[CH:40][N:39]=[C:38]([C:42]2[CH:43]=[C:44]([CH2:48][N:49]3[CH2:54][CH2:53][N:52](C(OC(C)(C)C)=O)[C@@H:51]([CH3:62])[CH2:50]3)[CH:45]=[CH:46][CH:47]=2)[CH:37]=1.CN(C(ON1N=NC2C=CC=CC1=2)=[N+](C)C)C.F[P-](F)(F)(F)(F)F.[C:87]([OH:93])([C:89](F)(F)F)=O. The catalyst is ClCCl. The product is [CH2:1]([N:3]1[C:7]2=[N:8][C:9]([CH2:32][CH3:33])=[C:10]([CH2:19][NH:20][C:21]([C:23]3[CH:24]=[CH:25][CH:26]=[C:89]([C:87]([NH:34][CH2:35][C:36]4[CH:41]=[CH:40][N:39]=[C:38]([C:42]5[CH:47]=[CH:46][CH:45]=[C:44]([CH2:48][N:49]6[CH2:54][CH2:53][NH:52][C@@H:51]([CH3:62])[CH2:50]6)[CH:43]=5)[CH:37]=4)=[O:93])[N:28]=3)=[O:22])[C:11]([NH:12][CH:13]3[CH2:18][CH2:17][O:16][CH2:15][CH2:14]3)=[C:6]2[CH:5]=[N:4]1)[CH3:2]. The yield is 0.370. (3) The reactants are Br[C:2]1[CH:3]=[C:4]2[CH:10]=[CH:9][N:8]([Si:11]([CH:18]([CH3:20])[CH3:19])([CH:15]([CH3:17])[CH3:16])[CH:12]([CH3:14])[CH3:13])[C:5]2=[N:6][CH:7]=1.[Li]C(C)(C)C.CCCCC.[CH:31](N1CCCCC1)=[O:32].[NH4+].[Cl-]. The catalyst is C1COCC1.CCCCCC.CCOCC. The product is [CH:12]([Si:11]([CH:18]([CH3:20])[CH3:19])([CH:15]([CH3:17])[CH3:16])[N:8]1[C:5]2=[N:6][CH:7]=[C:2]([CH:31]=[O:32])[CH:3]=[C:4]2[CH:10]=[CH:9]1)([CH3:14])[CH3:13]. The yield is 0.750. (4) The reactants are [Cl:1][C:2]1[N:7]=[C:6]([C:8]([NH:10][CH2:11][CH3:12])=[O:9])[CH:5]=[C:4](Cl)[N:3]=1.C(S)[CH2:15][S:16]([O-])(=O)=O.[Na+]. The catalyst is C1COCC1. The product is [Cl:1][C:2]1[N:7]=[C:6]([C:8]([NH:10][CH2:11][CH3:12])=[O:9])[CH:5]=[C:4]([S:16][CH3:15])[N:3]=1. The yield is 0.810.